From a dataset of Full USPTO retrosynthesis dataset with 1.9M reactions from patents (1976-2016). Predict the reactants needed to synthesize the given product. Given the product [Br:1][C:2]1[CH:7]=[CH:6][C:5]([N:16]([CH:17]2[CH2:22][CH2:21][CH2:20][CH2:19][CH2:18]2)[CH2:12][CH:13]([CH3:15])[CH3:14])=[C:4]([N+:9]([O-:11])=[O:10])[CH:3]=1, predict the reactants needed to synthesize it. The reactants are: [Br:1][C:2]1[CH:7]=[CH:6][C:5](F)=[C:4]([N+:9]([O-:11])=[O:10])[CH:3]=1.[CH2:12]([NH:16][CH:17]1[CH2:22][CH2:21][CH2:20][CH2:19][CH2:18]1)[CH:13]([CH3:15])[CH3:14].